This data is from Tox21: 12 toxicity assays (nuclear receptors and stress response pathways). The task is: Binary classification across 12 toxicity assays. (1) The compound is CCOC(=O)Nc1cccc(OC(=O)Nc2ccccc2)c1. It tested positive (active) for: NR-AhR (Aryl hydrocarbon Receptor agonist activity), NR-ER (Estrogen Receptor agonist activity), and SR-MMP (Mitochondrial Membrane Potential disruption). (2) The molecule is C[C@H]1[C@H]2[C@@H](O[C@]13CC[C@@H](C)CO3)[C@@H](O)[C@H]1[C@@H]3CC[C@H]4C[C@@H](O[C@@H]5O[C@H](CO)[C@H](O[C@@H]6O[C@H](CO)[C@@H](O)[C@H](O[C@@H]7OC[C@@H](O)[C@H](O)[C@H]7O)[C@H]6O[C@@H]6O[C@H](CO)[C@@H](O)[C@H](O[C@@H]7O[C@H](CO)[C@@H](O)[C@H](O)[C@H]7O)[C@H]6O)[C@H](O)[C@H]5O)[C@H](O)C[C@]4(C)[C@H]3CC[C@@]12C. It tested positive (active) for: NR-ER-LBD (Estrogen Receptor Ligand Binding Domain agonist), and SR-ATAD5 (ATAD5 genotoxicity (DNA damage)). (3) The drug is Nc1ccc(Cl)cc1[N+](=O)[O-]. It tested positive (active) for: SR-MMP (Mitochondrial Membrane Potential disruption).